This data is from Full USPTO retrosynthesis dataset with 1.9M reactions from patents (1976-2016). The task is: Predict the reactants needed to synthesize the given product. Given the product [F:1][C:2]1[C:3](/[C:15](/[C:17]2[CH:22]=[CH:21][C:20]([F:23])=[CH:19][CH:18]=2)=[N:25]\[OH:26])=[N:4][CH:5]=[CH:6][C:7]=1[C:8]1[CH:9]=[N:10][CH:11]=[CH:12][C:13]=1[CH3:14], predict the reactants needed to synthesize it. The reactants are: [F:1][C:2]1[C:3]([C:15]([C:17]2[CH:22]=[CH:21][C:20]([F:23])=[CH:19][CH:18]=2)=O)=[N:4][CH:5]=[CH:6][C:7]=1[C:8]1[CH:9]=[N:10][CH:11]=[CH:12][C:13]=1[CH3:14].Cl.[NH2:25][OH:26].